This data is from TCR-epitope binding with 47,182 pairs between 192 epitopes and 23,139 TCRs. The task is: Binary Classification. Given a T-cell receptor sequence (or CDR3 region) and an epitope sequence, predict whether binding occurs between them. (1) The epitope is TSNQVAVLY. The TCR CDR3 sequence is CASSGTGTRNEQFF. Result: 0 (the TCR does not bind to the epitope). (2) The epitope is NYSGVVTTVMF. The TCR CDR3 sequence is CATSDDRDTGELFF. Result: 0 (the TCR does not bind to the epitope). (3) The epitope is HPKVSSEVHI. The TCR CDR3 sequence is CASNPVFAAGGETQYF. Result: 1 (the TCR binds to the epitope).